Dataset: Reaction yield outcomes from USPTO patents with 853,638 reactions. Task: Predict the reaction yield, written as a fraction of the theoretical maximum amount of product (1.0 means a 100% yield; for example, 0.34 means a 34% yield). (1) The catalyst is C(O)C. The product is [CH2:1]([C:5]1[N:6]([CH2:10][CH2:11][NH2:12])[CH:7]=[CH:8][N:9]=1)[CH2:2][CH2:3][CH3:4]. The yield is 0.890. The reactants are [CH2:1]([C:5]1[N:6]([CH2:10][CH2:11][N:12]2C(=O)C3C(=CC=CC=3)C2=O)[CH:7]=[CH:8][N:9]=1)[CH2:2][CH2:3][CH3:4].O.NN. (2) The yield is 0.732. The catalyst is O1CCOCC1.CC(=O)OCC.O.[Cu]I. The product is [CH3:22][N:6]1[C:5]2[N:23]=[CH:24][C:2]([O:1][C:39]3[CH:40]=[N:41][CH:42]=[CH:43][CH:44]=3)=[CH:3][C:4]=2[C:9](=[O:10])[N:8]([CH2:11][CH2:12][CH2:13][O:14][CH:15]2[CH2:20][CH2:19][CH2:18][CH2:17][O:16]2)[C:7]1=[O:21]. The reactants are [OH:1][C:2]1[CH:24]=[N:23][C:5]2[N:6]([CH3:22])[C:7](=[O:21])[N:8]([CH2:11][CH2:12][CH2:13][O:14][CH:15]3[CH2:20][CH2:19][CH2:18][CH2:17][O:16]3)[C:9](=[O:10])[C:4]=2[CH:3]=1.C([O-])([O-])=O.[Cs+].[Cs+].CN(C)CC(O)=O.Br[C:39]1[CH:40]=[N:41][CH:42]=[CH:43][CH:44]=1. (3) The reactants are C(N(CC)CC)C.[C:8]([O:12][C:13](=[O:23])[C:14]1[CH:19]=[CH:18][CH:17]=[CH:16][C:15]=1[CH2:20]CBr)([CH3:11])([CH3:10])[CH3:9].[CH3:24][C:25]1[C:34]([CH3:35])=[CH:33][C:28]2[N:29]=[C:30]([SH:32])[NH:31][C:27]=2[CH:26]=1.O. The catalyst is CN(C)C=O. The product is [C:8]([O:12][C:13](=[O:23])[C:14]1[CH:19]=[CH:18][CH:17]=[CH:16][C:15]=1[CH2:20][S:32][C:30]1[NH:31][C:27]2[CH:26]=[C:25]([CH3:24])[C:34]([CH3:35])=[CH:33][C:28]=2[N:29]=1)([CH3:9])([CH3:10])[CH3:11]. The yield is 0.590. (4) The reactants are C([O-])(O)=O.[Na+].Cl.[NH2:7][C@@H:8]([CH2:24][C:25]1[CH:30]=[CH:29][C:28]([OH:31])=[C:27]([OH:32])[CH:26]=1)[C:9]([O:11][CH2:12][C@H:13]([O:15][C:16]([C:18]1[CH:23]=[CH:22][CH:21]=[CH:20][CH:19]=1)=[O:17])[CH3:14])=[O:10].[CH3:33][S:34]([OH:37])(=[O:36])=[O:35].C(OCC)(=O)C. The catalyst is O. The product is [S:34]([OH:37])(=[O:36])(=[O:35])[CH3:33].[NH2:7][C@@H:8]([CH2:24][C:25]1[CH:30]=[CH:29][C:28]([OH:31])=[C:27]([OH:32])[CH:26]=1)[C:9]([O:11][CH2:12][C@H:13]([O:15][C:16]([C:18]1[CH:23]=[CH:22][CH:21]=[CH:20][CH:19]=1)=[O:17])[CH3:14])=[O:10]. The yield is 1.00. (5) The reactants are Br[CH2:2][CH2:3][CH2:4]Br.[C:6](=[O:9])([O-])[O-].[K+].[K+].[CH:12]([N:14]1[CH2:19][CH2:18][NH:17][CH2:16][CH2:15]1)=[O:13].O. The catalyst is CN(C)C=O. The product is [CH:12]([N:14]1[CH2:19][CH2:18][N:17]([CH2:2][CH2:3][CH2:4][N:14]2[CH2:19][CH2:18][N:17]([CH:6]=[O:9])[CH2:16][CH2:15]2)[CH2:16][CH2:15]1)=[O:13]. The yield is 0.810. (6) The reactants are [CH3:1][C:2]1[CH:7]=[C:6]([CH3:8])[N:5]=[C:4]2[S:9][NH:10][C:11](=[O:12])[C:3]=12.I[CH2:14][C:15]([N:17]1[CH2:22][CH2:21][N:20]([C:23]([O:25][CH2:26][CH3:27])=[O:24])[CH2:19][CH2:18]1)=[O:16].CCN(CC)CC.C([O-])([O-])=O.[Cs+].[Cs+]. The catalyst is C(Cl)Cl. The product is [CH3:1][C:2]1[CH:7]=[C:6]([CH3:8])[N:5]=[C:4]2[S:9][N:10]=[C:11]([O:12][CH2:14][C:15]([N:17]3[CH2:22][CH2:21][N:20]([C:23]([O:25][CH2:26][CH3:27])=[O:24])[CH2:19][CH2:18]3)=[O:16])[C:3]=12. The yield is 0.110.